From a dataset of Reaction yield outcomes from USPTO patents with 853,638 reactions. Predict the reaction yield, written as a fraction of the theoretical maximum amount of product (1.0 means a 100% yield; for example, 0.34 means a 34% yield). (1) The reactants are [CH3:1][O:2][C:3]1[CH:8]=[C:7]([NH2:9])[CH:6]=[CH:5][N:4]=1.CCN(C(C)C)C(C)C.[F:19][C:20]1[CH:28]=[C:27]([C:29]([F:32])([F:31])[F:30])[CH:26]=[C:25]([C:33]([F:36])([F:35])[F:34])[C:21]=1[C:22](Cl)=[O:23]. The catalyst is CN(C=O)C.C(OCC)(=O)C. The product is [F:19][C:20]1[CH:28]=[C:27]([C:29]([F:31])([F:32])[F:30])[CH:26]=[C:25]([C:33]([F:34])([F:35])[F:36])[C:21]=1[C:22]([NH:9][C:7]1[CH:6]=[CH:5][N:4]=[C:3]([O:2][CH3:1])[CH:8]=1)=[O:23]. The yield is 0.670. (2) The reactants are [N:1]1([CH2:7][CH2:8][CH2:9][O:10][C:11]2[CH:16]=[CH:15][C:14]([NH2:17])=[CH:13][CH:12]=2)[CH2:6][CH2:5][CH2:4][CH2:3][CH2:2]1.[F:18][C:19]1[CH:20]=[C:21]2[C:25](=[CH:26][CH:27]=1)[NH:24][C:23](=[O:28])[C:22]2=[CH:29]O. No catalyst specified. The product is [F:18][C:19]1[CH:20]=[C:21]2[C:25](=[CH:26][CH:27]=1)[NH:24][C:23](=[O:28])[C:22]2=[CH:29][N:17]([C:14]1[CH:13]=[CH:12][C:11]([O:10][CH2:9][CH2:8][CH2:7][N:1]2[CH2:2][CH2:3][CH2:4][CH2:5][CH2:6]2)=[CH:16][CH:15]=1)[C:11]1[CH:16]=[CH:15][CH:14]=[CH:13][CH:12]=1. The yield is 0.470. (3) The reactants are [OH:1][C:2]1[CH:7]=[CH:6][C:5]([C:8]2[C:9](=[O:23])[C:10]([CH3:22])([CH3:21])[O:11][C:12]=2[C:13]2[CH:18]=[CH:17][C:16]([O:19][CH3:20])=[CH:15][CH:14]=2)=[CH:4][CH:3]=1.C(=O)([O-])[O-].[Cs+].[Cs+].CN(C=O)C.Cl[CH2:36][C:37]1[N:38]=[C:39]2[CH:44]=[CH:43][CH:42]=[C:41]([CH3:45])[N:40]2[CH:46]=1. The catalyst is O. The product is [CH3:20][O:19][C:16]1[CH:17]=[CH:18][C:13]([C:12]2[O:11][C:10]([CH3:21])([CH3:22])[C:9](=[O:23])[C:8]=2[C:5]2[CH:4]=[CH:3][C:2]([O:1][CH2:36][C:37]3[N:38]=[C:39]4[CH:44]=[CH:43][CH:42]=[C:41]([CH3:45])[N:40]4[CH:46]=3)=[CH:7][CH:6]=2)=[CH:14][CH:15]=1. The yield is 0.777. (4) The reactants are Br[CH:2]([CH3:15])[C:3]([C:5]1[CH:13]=[C:12]2[C:8]([CH2:9][C:10](=[O:14])[NH:11]2)=[CH:7][CH:6]=1)=[O:4].[OH:16][C:17]1([C:23]2[S:24][CH:25]=[CH:26][CH:27]=2)[CH2:22][CH2:21][NH:20][CH2:19][CH2:18]1.C(N(CC)CC)C. The catalyst is CN(C=O)C. The product is [OH:16][C:17]1([C:23]2[S:24][CH:25]=[CH:26][CH:27]=2)[CH2:18][CH2:19][N:20]([CH:2]([CH3:15])[C:3]([C:5]2[CH:13]=[C:12]3[C:8]([CH2:9][C:10](=[O:14])[NH:11]3)=[CH:7][CH:6]=2)=[O:4])[CH2:21][CH2:22]1. The yield is 0.686. (5) The reactants are [Br:1][C:2]1[CH:3]=[C:4]([N:8]2[C:16]3[C:11](=[CH:12][C:13]([CH:17]=[O:18])=[CH:14][CH:15]=3)[C:10]([C:19]([O:21][CH3:22])=[O:20])=[N:9]2)[CH:5]=[CH:6][CH:7]=1.O1CCC[CH2:24]1. No catalyst specified. The product is [Br:1][C:2]1[CH:3]=[C:4]([N:8]2[C:16]3[C:11](=[CH:12][C:13]([CH:17]([OH:18])[CH3:24])=[CH:14][CH:15]=3)[C:10]([C:19]([O:21][CH3:22])=[O:20])=[N:9]2)[CH:5]=[CH:6][CH:7]=1. The yield is 0.640. (6) The reactants are CC1N=C(N2CCN(C3C=CC=CC=3)C2=O)SC=1C(OCC)=O.[NH:24]1[C:32]2[C:27](=[CH:28][CH:29]=[CH:30][CH:31]=2)[C:26]([CH2:33][CH2:34][N:35]2[CH2:39][CH2:38][N:37]([C:40]3[S:41][C:42]([C:46]([O:48]CC)=[O:47])=[C:43]([CH3:45])[N:44]=3)[C:36]2=[O:51])=[CH:25]1. No catalyst specified. The product is [NH:24]1[C:32]2[C:27](=[CH:28][CH:29]=[CH:30][CH:31]=2)[C:26]([CH2:33][CH2:34][N:35]2[CH2:39][CH2:38][N:37]([C:40]3[S:41][C:42]([C:46]([OH:48])=[O:47])=[C:43]([CH3:45])[N:44]=3)[C:36]2=[O:51])=[CH:25]1. The yield is 0.860.